Dataset: Full USPTO retrosynthesis dataset with 1.9M reactions from patents (1976-2016). Task: Predict the reactants needed to synthesize the given product. Given the product [CH3:1][O:2][C:3](=[O:28])[C:4]1[C:9]([NH:10][CH:11]([CH2:15][CH3:16])[CH:12]([O:14][CH3:31])[CH3:13])=[CH:8][C:7]([CH3:17])=[N:6][C:5]=1[O:18][C:19]1[C:24]([CH3:25])=[CH:23][C:22]([Cl:26])=[CH:21][C:20]=1[CH3:27], predict the reactants needed to synthesize it. The reactants are: [CH3:1][O:2][C:3](=[O:28])[C:4]1[C:9]([NH:10][CH:11]([CH2:15][CH3:16])[CH:12]([OH:14])[CH3:13])=[CH:8][C:7]([CH3:17])=[N:6][C:5]=1[O:18][C:19]1[C:24]([CH3:25])=[CH:23][C:22]([Cl:26])=[CH:21][C:20]=1[CH3:27].[H-].[Na+].[CH2:31]1COCC1.